From a dataset of Full USPTO retrosynthesis dataset with 1.9M reactions from patents (1976-2016). Predict the reactants needed to synthesize the given product. (1) Given the product [O:1]1[CH:6]([CH2:7][N:8]2[CH2:13][CH2:12][N:11]([C:14]3[CH:19]=[CH:18][CH:17]=[CH:16][C:15]=3[CH2:20][O:21][CH3:28])[CH2:10][CH2:9]2)[CH2:5][O:4][C:3]2[CH:22]=[CH:23][CH:24]=[CH:25][C:2]1=2, predict the reactants needed to synthesize it. The reactants are: [O:1]1[CH:6]([CH2:7][N:8]2[CH2:13][CH2:12][N:11]([C:14]3[CH:19]=[CH:18][CH:17]=[CH:16][C:15]=3[CH2:20][OH:21])[CH2:10][CH2:9]2)[CH2:5][O:4][C:3]2[CH:22]=[CH:23][CH:24]=[CH:25][C:2]1=2.[H-].[Na+].[CH3:28]I. (2) Given the product [N:8]1([C:11]2[CH:16]=[C:15]([NH:17][CH:18]3[CH2:23][CH2:22][O:21][CH2:20][CH2:19]3)[N:14]3[N:24]=[C:25]([C:27]4[C:36]([CH3:37])=[N:35][C:34]5[C:29](=[CH:30][CH:31]=[CH:32][CH:33]=5)[N:28]=4)[CH:26]=[C:13]3[N:12]=2)[CH2:7][CH:6]=[CH:10][CH2:9]1, predict the reactants needed to synthesize it. The reactants are: CS(O[C@H:6]1[CH2:10][CH2:9][N:8]([C:11]2[CH:16]=[C:15]([NH:17][CH:18]3[CH2:23][CH2:22][O:21][CH2:20][CH2:19]3)[N:14]3[N:24]=[C:25]([C:27]4[C:36]([CH3:37])=[N:35][C:34]5[C:29](=[CH:30][CH:31]=[CH:32][CH:33]=5)[N:28]=4)[CH:26]=[C:13]3[N:12]=2)[CH2:7]1)(=O)=O.[F-].[K+]. (3) The reactants are: [C:1]([O:5][C:6](=[O:20])[NH:7][C@H:8]1[CH2:14][O:13][C:12]2[CH:15]=[CH:16][CH:17]=[CH:18][C:11]=2[NH:10][C:9]1=[O:19])([CH3:4])([CH3:3])[CH3:2].[C:21]([O-])([O-])=O.[Cs+].[Cs+].CI.CCOC(C)=O. Given the product [C:1]([O:5][C:6](=[O:20])[NH:7][C@H:8]1[CH2:14][O:13][C:12]2[CH:15]=[CH:16][CH:17]=[CH:18][C:11]=2[N:10]([CH3:21])[C:9]1=[O:19])([CH3:4])([CH3:2])[CH3:3], predict the reactants needed to synthesize it.